Dataset: Reaction yield outcomes from USPTO patents with 853,638 reactions. Task: Predict the reaction yield, written as a fraction of the theoretical maximum amount of product (1.0 means a 100% yield; for example, 0.34 means a 34% yield). The reactants are [C:1]([O:4][CH2:5][CH2:6][CH2:7][CH2:8][CH2:9][CH2:10][S:11]([C:14]1[CH:19]=[CH:18][C:17]([CH3:20])=[CH:16][CH:15]=1)(=[O:13])=[O:12])(=[O:3])[CH3:2].[Br:21]N1C(=O)CCC1=O.C(OOC(=O)C1C=CC=CC=1)(=O)C1C=CC=CC=1. The catalyst is C(F)(F)(F)F. The product is [C:1]([O:4][CH2:5][CH2:6][CH2:7][CH2:8][CH2:9][CH2:10][S:11]([C:14]1[CH:19]=[CH:18][C:17]([CH2:20][Br:21])=[CH:16][CH:15]=1)(=[O:13])=[O:12])(=[O:3])[CH3:2]. The yield is 0.710.